This data is from Forward reaction prediction with 1.9M reactions from USPTO patents (1976-2016). The task is: Predict the product of the given reaction. (1) Given the reactants [NH2:1][C:2]1[CH:3]=[C:4]([CH:21]=[CH:22][C:23]=1[S:24][CH3:25])[C:5]([NH:7][C:8]1[CH:9]=[N:10][C:11]([C:14]2[CH:19]=[CH:18][CH:17]=[CH:16][C:15]=2[F:20])=[CH:12][CH:13]=1)=[O:6].[N:26]1([CH2:32][C:33](O)=[O:34])[CH2:31][CH2:30][O:29][CH2:28][CH2:27]1.C1CN([P+](ON2N=NC3C=CC=CC2=3)(N2CCCC2)N2CCCC2)CC1.F[P-](F)(F)(F)(F)F.C(N(C(C)C)C(C)C)C, predict the reaction product. The product is: [F:20][C:15]1[CH:16]=[CH:17][CH:18]=[CH:19][C:14]=1[C:11]1[N:10]=[CH:9][C:8]([NH:7][C:5](=[O:6])[C:4]2[CH:21]=[CH:22][C:23]([S:24][CH3:25])=[C:2]([NH:1][C:33](=[O:34])[CH2:32][N:26]3[CH2:31][CH2:30][O:29][CH2:28][CH2:27]3)[CH:3]=2)=[CH:13][CH:12]=1. (2) Given the reactants [NH2:1][C:2]1[C:7]([F:8])=[CH:6][C:5]([N:9]2[CH2:14][CH2:13][N:12]([CH:15](O)[CH3:16])[CH2:11][CH2:10]2)=[C:4]([F:18])[CH:3]=1.Cl[C:20]1[N:29]=[CH:28][C:27]2[C:22](=[C:23]([C:30]3[CH:31]=[C:32]([NH:36][C:37](=[O:40])[CH:38]=[CH2:39])[CH:33]=[CH:34][CH:35]=3)[CH:24]=[CH:25][CH:26]=2)[N:21]=1.C(O)(C(F)(F)F)=[O:42], predict the reaction product. The product is: [F:8][C:7]1[CH:6]=[C:5]([N:9]2[CH2:14][CH2:13][N:12]([CH2:15][CH2:16][OH:42])[CH2:11][CH2:10]2)[C:4]([F:18])=[CH:3][C:2]=1[NH:1][C:20]1[N:29]=[CH:28][C:27]2[C:22](=[C:23]([C:30]3[CH:31]=[C:32]([NH:36][C:37](=[O:40])[CH:38]=[CH2:39])[CH:33]=[CH:34][CH:35]=3)[CH:24]=[CH:25][CH:26]=2)[N:21]=1. (3) Given the reactants [F:1][C:2]1[CH:7]=[CH:6][C:5]([C:8]2[CH:13]=[CH:12][N:11]=[CH:10][C:9]=2/[CH:14]=[CH:15]/[C:16]([OH:18])=O)=[CH:4][CH:3]=1.[O:19]1[CH:23]=[N:22][N:21]=[C:20]1[CH2:24][CH2:25][C:26]1[CH:32]=[CH:31][C:29]([NH2:30])=[CH:28][CH:27]=1.C(N(CC)CC)C.O=C1N(P(Cl)(N2CCOC2=O)=O)CCO1, predict the reaction product. The product is: [F:1][C:2]1[CH:3]=[CH:4][C:5]([C:8]2[CH:13]=[CH:12][N:11]=[CH:10][C:9]=2/[CH:14]=[CH:15]/[C:16]([NH:30][C:29]2[CH:31]=[CH:32][C:26]([CH2:25][CH2:24][C:20]3[O:19][CH:23]=[N:22][N:21]=3)=[CH:27][CH:28]=2)=[O:18])=[CH:6][CH:7]=1. (4) Given the reactants [Br:1][C:2]1[CH:3]=[C:4]([C:10]([N:12]2[CH2:17][CH2:16][O:15][C:14]3[CH:18]=[CH:19][N:20]=[CH:21][C:13]2=3)=[O:11])[CH:5]=[C:6]([Br:9])[C:7]=1[OH:8].[OH-].[Na+:23], predict the reaction product. The product is: [Na+:23].[Br:9][C:6]1[CH:5]=[C:4]([C:10]([N:12]2[CH2:17][CH2:16][O:15][C:14]3[CH:18]=[CH:19][N:20]=[CH:21][C:13]2=3)=[O:11])[CH:3]=[C:2]([Br:1])[C:7]=1[O-:8]. (5) Given the reactants [CH3:1][C:2]1[N:7]=[C:6]([CH3:8])[C:5]([O:9][CH2:10][C@@:11]2([C:16]3[CH:21]=[CH:20][CH:19]=[C:18]([F:22])[CH:17]=3)[CH2:13][C@H:12]2[CH2:14][OH:15])=[CH:4][N:3]=1.[OH:23]P([O-])([O-])=O.[Na+].[Na+].OP([O-])(O)=O.[Na+].Cl[O-].[Na+].Cl.Cl([O-])=O.[Na+].S([O-])([O-])(=O)=S.[Na+].[Na+].[OH-].[Na+], predict the reaction product. The product is: [CH3:1][C:2]1[N:7]=[C:6]([CH3:8])[C:5]([O:9][CH2:10][C@@:11]2([C:16]3[CH:21]=[CH:20][CH:19]=[C:18]([F:22])[CH:17]=3)[CH2:13][C@H:12]2[C:14]([OH:23])=[O:15])=[CH:4][N:3]=1. (6) Given the reactants CO[N:3]=[C:4]([C:12]1[CH:17]=[CH:16][CH:15]=[C:14]([F:18])[CH:13]=1)[CH2:5][C:6]1[CH:11]=[CH:10][N:9]=[CH:8][CH:7]=1, predict the reaction product. The product is: [F:18][C:14]1[CH:13]=[C:12]([CH:4]([NH2:3])[CH2:5][C:6]2[CH:7]=[CH:8][N:9]=[CH:10][CH:11]=2)[CH:17]=[CH:16][CH:15]=1.